This data is from Full USPTO retrosynthesis dataset with 1.9M reactions from patents (1976-2016). The task is: Predict the reactants needed to synthesize the given product. (1) Given the product [C:1]([O:5][C:6](=[O:7])[NH:8][CH:9]1[CH2:10][CH2:11][O:20][C:17]1([CH3:18])[CH3:19])([CH3:2])([CH3:3])[CH3:4], predict the reactants needed to synthesize it. The reactants are: [C:1]([O:5][C:6]([NH:8][CH:9]([C:17]([OH:20])([CH3:19])[CH3:18])[CH2:10][CH2:11]OS(C)(=O)=O)=[O:7])([CH3:4])([CH3:3])[CH3:2].[C-]#N.[Na+]. (2) Given the product [F:25][C:26]1[CH:31]=[C:30]([CH:29]=[CH:28][C:27]=1[C:2]1[CH:3]=[N:4][C:5]([O:8][CH2:9][CH:10]2[CH2:15][CH2:14][N:13]([CH2:16][C:17]3([C:21]([F:24])([F:23])[F:22])[CH2:20][CH2:19][CH2:18]3)[CH2:12][CH2:11]2)=[N:6][CH:7]=1)[C:32]([O:34][CH3:35])=[O:33], predict the reactants needed to synthesize it. The reactants are: Br[C:2]1[CH:3]=[N:4][C:5]([O:8][CH2:9][CH:10]2[CH2:15][CH2:14][N:13]([CH2:16][C:17]3([C:21]([F:24])([F:23])[F:22])[CH2:20][CH2:19][CH2:18]3)[CH2:12][CH2:11]2)=[N:6][CH:7]=1.[F:25][C:26]1[CH:31]=[C:30]([C:32]([O:34][CH3:35])=[O:33])[CH:29]=[CH:28][C:27]=1B(O)O.C([O-])([O-])=O.[Cs+].[Cs+].O1CCOCC1. (3) Given the product [CH3:1][C:2]1[C:7]([CH3:8])=[CH:6][CH:5]=[CH:4][C:3]=1[N:9]1[CH2:14][CH2:13][N:12]([CH2:15][CH2:16][CH:17]([OH:18])[CH2:19][NH:21][CH3:20])[CH2:11][CH2:10]1, predict the reactants needed to synthesize it. The reactants are: [CH3:1][C:2]1[C:7]([CH3:8])=[CH:6][CH:5]=[CH:4][C:3]=1[N:9]1[CH2:14][CH2:13][N:12]([CH2:15][CH2:16][CH:17]2[CH2:19][O:18]2)[CH2:11][CH2:10]1.[CH3:20][NH2:21]. (4) The reactants are: [Cl:1][C:2]1[CH:7]=[CH:6][C:5]([C:8]2([C:14]([OH:16])=O)[CH2:13][CH2:12][CH2:11][CH2:10][CH2:9]2)=[CH:4][CH:3]=1.[NH2:17][C@@H:18]1[CH2:23][CH2:22][CH2:21][N:20]([C:24]([O:26][C:27]([CH3:30])([CH3:29])[CH3:28])=[O:25])[CH2:19]1.F[P-](F)(F)(F)(F)F.N1(O[P+](N(C)C)(N(C)C)N(C)C)C2C=CC=CC=2N=N1.CN1CCOCC1. Given the product [Cl:1][C:2]1[CH:3]=[CH:4][C:5]([C:8]2([C:14]([NH:17][C@@H:18]3[CH2:23][CH2:22][CH2:21][N:20]([C:24]([O:26][C:27]([CH3:30])([CH3:29])[CH3:28])=[O:25])[CH2:19]3)=[O:16])[CH2:9][CH2:10][CH2:11][CH2:12][CH2:13]2)=[CH:6][CH:7]=1, predict the reactants needed to synthesize it. (5) Given the product [CH2:3]([O:7][C:8]1[C:15]([O:16][CH3:17])=[CH:14][CH:13]=[CH:12][C:9]=1[CH2:10][CH2:1][NH2:2])[CH:4]([CH3:6])[CH3:5], predict the reactants needed to synthesize it. The reactants are: [CH3:1][NH2:2].[CH2:3]([O:7][C:8]1[C:15]([O:16][CH3:17])=[CH:14][CH:13]=[CH:12][C:9]=1[CH:10]=O)[CH:4]([CH3:6])[CH3:5].[BH4-].[Na+]. (6) Given the product [Br:1][C:2]1[CH:8]=[CH:7][C:5]([NH:6][C:14](=[O:15])[CH2:13][Cl:12])=[C:4]([N+:9]([O-:11])=[O:10])[CH:3]=1, predict the reactants needed to synthesize it. The reactants are: [Br:1][C:2]1[CH:8]=[CH:7][C:5]([NH2:6])=[C:4]([N+:9]([O-:11])=[O:10])[CH:3]=1.[Cl:12][CH2:13][C:14](Cl)=[O:15]. (7) Given the product [CH3:37][O:36][C:33]1[CH:34]=[CH:35][C:30]([C:27]2[CH:26]=[CH:25][C:24]([S:21]([N:19]([CH:4]([CH:5]3[CH2:6][CH2:7][N:8]([CH2:11][CH2:12][C:13]4[CH:18]=[CH:17][CH:16]=[CH:15][CH:14]=4)[CH2:9][CH2:10]3)[C:3]([OH:38])=[O:2])[CH3:20])(=[O:22])=[O:23])=[CH:29][CH:28]=2)=[CH:31][CH:32]=1, predict the reactants needed to synthesize it. The reactants are: C[O:2][C:3](=[O:38])[CH:4]([N:19]([S:21]([C:24]1[CH:29]=[CH:28][C:27]([C:30]2[CH:35]=[CH:34][C:33]([O:36][CH3:37])=[CH:32][CH:31]=2)=[CH:26][CH:25]=1)(=[O:23])=[O:22])[CH3:20])[CH:5]1[CH2:10][CH2:9][N:8]([CH2:11][CH2:12][C:13]2[CH:18]=[CH:17][CH:16]=[CH:15][CH:14]=2)[CH2:7][CH2:6]1.[OH-].[Na+].CO.Cl.